This data is from NCI-60 drug combinations with 297,098 pairs across 59 cell lines. The task is: Regression. Given two drug SMILES strings and cell line genomic features, predict the synergy score measuring deviation from expected non-interaction effect. (1) Drug 1: CCN(CC)CCNC(=O)C1=C(NC(=C1C)C=C2C3=C(C=CC(=C3)F)NC2=O)C. Drug 2: CC1C(C(CC(O1)OC2CC(CC3=C2C(=C4C(=C3O)C(=O)C5=C(C4=O)C(=CC=C5)OC)O)(C(=O)CO)O)N)O.Cl. Cell line: BT-549. Synergy scores: CSS=32.8, Synergy_ZIP=-2.10, Synergy_Bliss=1.12, Synergy_Loewe=-15.8, Synergy_HSA=-0.130. (2) Drug 1: CC1CCC2CC(C(=CC=CC=CC(CC(C(=O)C(C(C(=CC(C(=O)CC(OC(=O)C3CCCCN3C(=O)C(=O)C1(O2)O)C(C)CC4CCC(C(C4)OC)OCCO)C)C)O)OC)C)C)C)OC. Drug 2: CCCCC(=O)OCC(=O)C1(CC(C2=C(C1)C(=C3C(=C2O)C(=O)C4=C(C3=O)C=CC=C4OC)O)OC5CC(C(C(O5)C)O)NC(=O)C(F)(F)F)O. Cell line: TK-10. Synergy scores: CSS=26.5, Synergy_ZIP=-1.73, Synergy_Bliss=-0.446, Synergy_Loewe=-0.990, Synergy_HSA=-0.398. (3) Drug 1: CCC1=CC2CC(C3=C(CN(C2)C1)C4=CC=CC=C4N3)(C5=C(C=C6C(=C5)C78CCN9C7C(C=CC9)(C(C(C8N6C)(C(=O)OC)O)OC(=O)C)CC)OC)C(=O)OC.C(C(C(=O)O)O)(C(=O)O)O. Drug 2: C1=C(C(=O)NC(=O)N1)F. Cell line: SK-MEL-2. Synergy scores: CSS=56.7, Synergy_ZIP=-9.01, Synergy_Bliss=-10.3, Synergy_Loewe=-15.4, Synergy_HSA=-6.38. (4) Drug 1: COC1=NC(=NC2=C1N=CN2C3C(C(C(O3)CO)O)O)N. Drug 2: C1=CC=C(C(=C1)C(C2=CC=C(C=C2)Cl)C(Cl)Cl)Cl. Cell line: RXF 393. Synergy scores: CSS=20.8, Synergy_ZIP=-5.25, Synergy_Bliss=-2.46, Synergy_Loewe=-8.02, Synergy_HSA=-0.555. (5) Drug 1: CC1C(C(=O)NC(C(=O)N2CCCC2C(=O)N(CC(=O)N(C(C(=O)O1)C(C)C)C)C)C(C)C)NC(=O)C3=C4C(=C(C=C3)C)OC5=C(C(=O)C(=C(C5=N4)C(=O)NC6C(OC(=O)C(N(C(=O)CN(C(=O)C7CCCN7C(=O)C(NC6=O)C(C)C)C)C)C(C)C)C)N)C. Drug 2: C(=O)(N)NO. Cell line: RXF 393. Synergy scores: CSS=1.29, Synergy_ZIP=-1.91, Synergy_Bliss=-0.817, Synergy_Loewe=-1.76, Synergy_HSA=-1.76. (6) Drug 1: CC(C1=C(C=CC(=C1Cl)F)Cl)OC2=C(N=CC(=C2)C3=CN(N=C3)C4CCNCC4)N. Drug 2: CN1C(=O)N2C=NC(=C2N=N1)C(=O)N. Cell line: ACHN. Synergy scores: CSS=1.50, Synergy_ZIP=-0.519, Synergy_Bliss=-2.19, Synergy_Loewe=-11.6, Synergy_HSA=-4.62. (7) Drug 1: CC1OCC2C(O1)C(C(C(O2)OC3C4COC(=O)C4C(C5=CC6=C(C=C35)OCO6)C7=CC(=C(C(=C7)OC)O)OC)O)O. Drug 2: CN(CC1=CN=C2C(=N1)C(=NC(=N2)N)N)C3=CC=C(C=C3)C(=O)NC(CCC(=O)O)C(=O)O. Cell line: A498. Synergy scores: CSS=41.1, Synergy_ZIP=-6.76, Synergy_Bliss=-4.43, Synergy_Loewe=0.349, Synergy_HSA=2.54. (8) Drug 1: CC1=C(C=C(C=C1)NC(=O)C2=CC=C(C=C2)CN3CCN(CC3)C)NC4=NC=CC(=N4)C5=CN=CC=C5. Drug 2: CS(=O)(=O)OCCCCOS(=O)(=O)C. Cell line: OVCAR-4. Synergy scores: CSS=6.26, Synergy_ZIP=-4.22, Synergy_Bliss=-3.19, Synergy_Loewe=-1.52, Synergy_HSA=-1.10.